From a dataset of Full USPTO retrosynthesis dataset with 1.9M reactions from patents (1976-2016). Predict the reactants needed to synthesize the given product. (1) Given the product [CH3:1][C:2]1([CH3:18])[CH2:6][O:5][C:4](=[O:7])[N:3]1[CH2:8][C:9]1[CH:14]=[CH:13][CH:12]=[CH:11][C:10]=1[NH2:15], predict the reactants needed to synthesize it. The reactants are: [CH3:1][C:2]1([CH3:18])[CH2:6][O:5][C:4](=[O:7])[N:3]1[CH2:8][C:9]1[CH:14]=[CH:13][CH:12]=[CH:11][C:10]=1[N+:15]([O-])=O.[Cl-].[NH4+]. (2) Given the product [CH2:1]([O:3][C:4]([C:6]1([CH2:19][CH2:20][CH3:21])[CH2:11][CH2:10][N:9]([C:12]([O:14][C:15]([CH3:18])([CH3:17])[CH3:16])=[O:13])[CH2:8][CH2:7]1)=[O:5])[CH3:2], predict the reactants needed to synthesize it. The reactants are: [CH2:1]([O:3][C:4]([C:6]1([CH2:19][CH:20]=[CH2:21])[CH2:11][CH2:10][N:9]([C:12]([O:14][C:15]([CH3:18])([CH3:17])[CH3:16])=[O:13])[CH2:8][CH2:7]1)=[O:5])[CH3:2]. (3) Given the product [OH:5][CH2:4][C@H:3]([NH:2][C:18](=[O:27])[CH:19]=[CH:20][C:21]1[CH:26]=[CH:25][CH:24]=[CH:23][CH:22]=1)[C:6]1[CH:11]=[CH:10][CH:9]=[C:8]([N:12]2[CH2:17][CH2:16][O:15][CH2:14][CH2:13]2)[CH:7]=1, predict the reactants needed to synthesize it. The reactants are: Cl.[NH2:2][C@H:3]([C:6]1[CH:11]=[CH:10][CH:9]=[C:8]([N:12]2[CH2:17][CH2:16][O:15][CH2:14][CH2:13]2)[CH:7]=1)[CH2:4][OH:5].[C:18](O)(=[O:27])[CH:19]=[CH:20][C:21]1[CH:26]=[CH:25][CH:24]=[CH:23][CH:22]=1.C(Cl)CCl.C(N(CC)CC)C. (4) Given the product [Cl:44][C:41]1[CH:42]=[CH:43][C:38]([NH:37][C:26]([NH:20][C:19]2[CH:21]=[CH:22][C:16]([O:15][C:6]3[C:5]4[C:10](=[CH:11][C:12]([O:13][CH3:14])=[C:3]([O:2][CH3:1])[CH:4]=4)[N:9]=[CH:8][CH:7]=3)=[C:17]([CH3:24])[C:18]=2[CH3:23])=[O:28])=[N:39][CH:40]=1, predict the reactants needed to synthesize it. The reactants are: [CH3:1][O:2][C:3]1[CH:4]=[C:5]2[C:10](=[CH:11][C:12]=1[O:13][CH3:14])[N:9]=[CH:8][CH:7]=[C:6]2[O:15][C:16]1[CH:22]=[CH:21][C:19]([NH2:20])=[C:18]([CH3:23])[C:17]=1[CH3:24].Cl[C:26](Cl)([O:28]C(=O)OC(Cl)(Cl)Cl)Cl.[NH2:37][C:38]1[CH:43]=[CH:42][C:41]([Cl:44])=[CH:40][N:39]=1.C(=O)([O-])O.[Na+]. (5) Given the product [CH3:13][O:12][C:8]1[CH:9]=[CH:10][CH:11]=[C:6]2[C:7]=1[CH:14]=[CH:15][C:16]([C:17]1[CH:22]=[CH:21][CH:20]=[CH:19][CH:18]=1)=[N:5]2, predict the reactants needed to synthesize it. The reactants are: CC(C)(C)C([NH:5][C:6]1[CH:11]=[CH:10][CH:9]=[C:8]([O:12][CH3:13])[C:7]=1/[CH:14]=[CH:15]/[C:16](=O)[C:17]1[CH:22]=[CH:21][CH:20]=[CH:19][CH:18]=1)=O.C([O-])(O)=O.[Na+]. (6) Given the product [Br:1][C:2]1[CH:3]=[C:4]2[C:8](=[C:9]([N+:11]([O-:13])=[O:12])[CH:10]=1)[NH:7][CH:6]=[C:5]2[Cl:19], predict the reactants needed to synthesize it. The reactants are: [Br:1][C:2]1[CH:3]=[C:4]2[C:8](=[C:9]([N+:11]([O-:13])=[O:12])[CH:10]=1)[NH:7][CH:6]=[CH:5]2.CN(C)C=O.[Cl:19]N1C(=O)CCC1=O.S([O-])([O-])(=O)=S.[Na+].[Na+].